The task is: Predict which catalyst facilitates the given reaction.. This data is from Catalyst prediction with 721,799 reactions and 888 catalyst types from USPTO. (1) Reactant: Cl[C:2]1[N:9]=[C:8]([CH3:10])[CH:7]=[C:6]([O:11][CH2:12][C:13]2[CH:18]=[CH:17][C:16]([O:19][CH3:20])=[CH:15][CH:14]=2)[C:3]=1[C:4]#[N:5].C[CH2:22][N:23](C(C)C)C(C)C.CN.CC1C=C(NC)C(C#N)=C(NC)N=1. Product: [CH3:20][O:19][C:16]1[CH:17]=[CH:18][C:13]([CH2:12][O:11][C:6]2[C:3]([C:4]#[N:5])=[C:2]([NH:23][CH3:22])[N:9]=[C:8]([CH3:10])[CH:7]=2)=[CH:14][CH:15]=1. The catalyst class is: 6. (2) The catalyst class is: 3. Reactant: [NH2:1][C:2]1[C:11](=[O:12])[C:10]2[C:5](=[CH:6][C:7]([N:14]3[CH2:19][CH2:18][N:17]([CH3:20])[CH2:16][CH2:15]3)=[C:8]([F:13])[CH:9]=2)[N:4]([CH2:21][C:22]2[CH:27]=[CH:26][C:25]([Cl:28])=[CH:24][CH:23]=2)[CH:3]=1.C(N(CC)CC)C.[Cl:36][C:37]1[CH:42]=[CH:41][C:40]([N:43]=[C:44]=[O:45])=[CH:39][CH:38]=1.O. Product: [Cl:28][C:25]1[CH:26]=[CH:27][C:22]([CH2:21][N:4]2[C:5]3[C:10](=[CH:9][C:8]([F:13])=[C:7]([N:14]4[CH2:19][CH2:18][N:17]([CH3:20])[CH2:16][CH2:15]4)[CH:6]=3)[C:11](=[O:12])[C:2]([NH:1][C:44]([NH:43][C:40]3[CH:41]=[CH:42][C:37]([Cl:36])=[CH:38][CH:39]=3)=[O:45])=[CH:3]2)=[CH:23][CH:24]=1. (3) Reactant: [OH:1][CH:2]([C:5]1[CH:10]=[CH:9][CH:8]=[C:7]([O:11][C:12]([F:17])([F:16])[CH:13]([F:15])[F:14])[CH:6]=1)[C:3]#[N:4].CO.[ClH:20].[O:21]1CCOC[CH2:22]1. Product: [ClH:20].[OH:1][CH:2]([C:5]1[CH:10]=[CH:9][CH:8]=[C:7]([O:11][C:12]([F:16])([F:17])[CH:13]([F:14])[F:15])[CH:6]=1)[C:3](=[NH:4])[O:21][CH3:22]. The catalyst class is: 27. (4) Reactant: [F:1][C:2]1[CH:7]=[CH:6][C:5]([C:8]2[CH:13]=[CH:12][C:11]([C:14]([F:17])([F:16])[F:15])=[CH:10][CH:9]=2)=[CH:4][C:3]=1[CH2:18][NH2:19].[F:20][C:21]1[CH:26]=[CH:25][C:24]([S:27]([N:30]([CH2:32][C:33](O)=[O:34])[CH3:31])(=[O:29])=[O:28])=[CH:23][CH:22]=1.CN(C(ON1N=NC2C=CC=NC1=2)=[N+](C)C)C.F[P-](F)(F)(F)(F)F.C(N(CC)C(C)C)(C)C.OS([O-])(=O)=O.[K+]. Product: [F:20][C:21]1[CH:22]=[CH:23][C:24]([S:27]([N:30]([CH3:31])[CH2:32][C:33]([NH:19][CH2:18][C:3]2[CH:4]=[C:5]([C:8]3[CH:9]=[CH:10][C:11]([C:14]([F:16])([F:17])[F:15])=[CH:12][CH:13]=3)[CH:6]=[CH:7][C:2]=2[F:1])=[O:34])(=[O:28])=[O:29])=[CH:25][CH:26]=1. The catalyst class is: 2. (5) Reactant: [Br:1][C:2]1[CH:3]=[CH:4][C:5]([N:8]2[CH:12]=[C:11]([CH2:13][CH2:14][C:15](OCC)=[O:16])[C:10]([CH:20]([CH2:23][CH3:24])[CH2:21][CH3:22])=[N:9]2)=[N:6][CH:7]=1.[H-].C([Al+]CC(C)C)C(C)C.Cl. Product: [Br:1][C:2]1[CH:3]=[CH:4][C:5]([N:8]2[CH:12]=[C:11]([CH2:13][CH2:14][CH2:15][OH:16])[C:10]([CH:20]([CH2:23][CH3:24])[CH2:21][CH3:22])=[N:9]2)=[N:6][CH:7]=1. The catalyst class is: 188.